From a dataset of NCI-60 drug combinations with 297,098 pairs across 59 cell lines. Regression. Given two drug SMILES strings and cell line genomic features, predict the synergy score measuring deviation from expected non-interaction effect. (1) Drug 1: CC1=CC=C(C=C1)C2=CC(=NN2C3=CC=C(C=C3)S(=O)(=O)N)C(F)(F)F. Drug 2: C(CCl)NC(=O)N(CCCl)N=O. Cell line: HS 578T. Synergy scores: CSS=14.1, Synergy_ZIP=-7.50, Synergy_Bliss=-6.74, Synergy_Loewe=-7.46, Synergy_HSA=-4.80. (2) Drug 1: C1CN1P(=S)(N2CC2)N3CC3. Drug 2: C1C(C(OC1N2C=NC3=C2NC=NCC3O)CO)O. Cell line: NCI/ADR-RES. Synergy scores: CSS=17.0, Synergy_ZIP=-4.96, Synergy_Bliss=-4.59, Synergy_Loewe=-5.14, Synergy_HSA=-3.87.